This data is from Full USPTO retrosynthesis dataset with 1.9M reactions from patents (1976-2016). The task is: Predict the reactants needed to synthesize the given product. Given the product [C:1]([C:3]1[C:8]2=[N:9][C:10]3[C:15]([C:16]([O:18][CH2:19][CH3:20])=[O:17])=[CH:14][CH:13]=[CH:12][C:11]=3[N:7]2[C:6]([Cl:31])=[C:5]([C:22]2[CH:27]=[CH:26][CH:25]=[CH:24][CH:23]=2)[C:4]=1[CH3:28])#[N:2], predict the reactants needed to synthesize it. The reactants are: [C:1]([C:3]1[C:4]([CH3:28])=[C:5]([C:22]2[CH:27]=[CH:26][CH:25]=[CH:24][CH:23]=2)[C:6](=O)[N:7]2[C:11]3[CH:12]=[CH:13][CH:14]=[C:15]([C:16]([O:18][CH2:19][CH3:20])=[O:17])[C:10]=3[NH:9][C:8]=12)#[N:2].P(Cl)(Cl)([Cl:31])=O.